This data is from Experimentally validated miRNA-target interactions with 360,000+ pairs, plus equal number of negative samples. The task is: Binary Classification. Given a miRNA mature sequence and a target amino acid sequence, predict their likelihood of interaction. (1) The miRNA is hsa-miR-7702 with sequence CUUAGACUGCCAGACUCCCUGA. The protein sequence of the target gene is MEPEPVEDCVQSTLAALYPPFEATAPTLLGQVFQVVERTYREDALRYTLDFLVPAKHLLAKVQQEACAQYSGFLFFHEGWPLCLHEQVVVQLAALPWQLLRPGDFYLQVVPSAAQAPRLALKCLAPGGGRVQEVPVPNEACAYLFTPEWLQGINKDRPTGRLSTCLLSAPSGIQRLPWAELICPRFVHKEGLMVGHQPSTLPPELPSGPPGLPSPPLPEEALGTRSPGDGHNAPVEGPEGEYVELLEVTLPVRGSPTDAEGSPGLSRVRTVPTRKGAGGKGRHRRHRAWMHQKGLGPRGQ.... Result: 0 (no interaction). (2) The miRNA is mmu-miR-1934-5p with sequence UCUGGUCCCCUGCUUCGUCCUCU. The protein sequence of the target gene is MGKLVALVLLGVGLSLVGEMFLAFRERVNASREVEPVEPENCHLIEELESGSEDIDILPSGLAFISSGLKYPGMPNFAPDEPGKIFLMDLNEQNPRAQALEISGGFDKELFNPHGISIFIDKDNTVYLYVVNHPHMKSTVEIFKFEEQQRSLVYLKTIKHELLKSVNDIVVLGPEQFYATRDHYFTNSLLSFFEMILDLRWTYVLFYSPREVKVVAKGFCSANGITVSADQKYVYVADVAAKNIHIMEKHDNWDLTQLKVIQLGTLVDNLTVDPATGDILAGCHPNPMKLLNYNPEDPPG.... Result: 0 (no interaction). (3) The miRNA is mmu-miR-370-3p with sequence GCCUGCUGGGGUGGAACCUGGU. The protein sequence of the target gene is MTRRCMPARPGFPSSPAPGSSPPRCHLRPGSTAHAAAGKRTESPGDRKQSIIDFFKPASKQDRHMLDSPQKSNIKYGGSRLSITGTEQFERKLSSPKESKPKRVPPEKSPIIEAFMKGVKEHHEDHGIHESRRPCLSLASKYLAKGTNIYVPSSYHLPKEMKSLKKKHRSPERRKSLFIHENNEKNDRDRGKTNADSKKQTTVAEADIFNNSSRSLSSRSSLSRHHPEESPLGAKFQLSLASYCRERELKRLRKEQMEQRINSENSFSEASSLSLKSSIERKYKPRQEQRKQNDIIPGKN.... Result: 0 (no interaction). (4) The miRNA is hsa-miR-6766-5p with sequence CGGGUGGGAGCAGAUCUUAUUGAG. The protein sequence of the target gene is MSVIFFACVVRVRDGLPLSASTDFYHTQDFLEWRRRLKSLALRLAQYPGRGSAEGCDFSIHFSSFGDVACMAICSCQCPAAMAFCFLETLWWEFTASYDTTCIGLASRPYAFLEFDSIIQKVKWHFNYVSSSQMECSLEKIQEELKLQPPAVLTLEDTDVANGVMNGHTPMHLEPAPNFRMEPVTALGILSLILNIMCAALNLIRGVHLAEHSLQVAHEEIGNILAFLVPFVACIFQCYLYLFYSPARTMKVVLMLLFICLGNMYLHGLRNLWQILFHIGVAFLSSYQILTRQLQEKQSD.... Result: 1 (interaction). (5) The miRNA is hsa-miR-4693-5p with sequence AUACUGUGAAUUUCACUGUCACA. The protein sequence of the target gene is MWSGLLPPGLNESDAESNSEDEATLENSGLNLQEDKEDESIRKTEIIDFSTDEPKTETESNVNAYEECPSGIPIDMWNKFQELHKKHSEQKSTTSRFRGKRRKRSRKDKLKNEKELHSEPSSNETQWKELTQYFGVNDRFDPPVKRKKVEKSGLEKRIDQAVEEWNIEKAEELSNQLATRELGVKIAKAVACHNFVKAKKEVENSQAARKKKKLAWGFEAKKRWETKSNMGYM. Result: 0 (no interaction). (6) The miRNA is rno-miR-301a-3p with sequence CAGUGCAAUAGUAUUGUCAAAGC. The protein sequence of the target gene is MDYSYLNSYDSCVAAMEASAYGDFGACSQPGGFQYSPLRPAFPAAGPPCPALGSSNCALGALRDHQPAPYSAVPYKFFPEPSGLHEKRKQRRIRTTFTSAQLKELERVFAETHYPDIYTREELALKIDLTEARVQVWFQNRRAKFRKQERAASAKGAAGATGAKKGEARCSSEDDDSKESTCSPTPDSTASLPPPPAPSLASPRLSPSPLPAALGSGPGPQPLKGALWAGVAGGGGGGPGTGAAELLKAWQPAEPGPGPFSGVLSSFHRKPGPALKTNLF. Result: 0 (no interaction). (7) The miRNA is mmu-miR-329-3p with sequence AACACACCCAGCUAACCUUUUU. The protein sequence of the target gene is MYGSARSVGKVEPSSQSPGRSPRLPRSPRLGHRRTNSTGGSSGNSVGGGSGKTLSMENIQSLNAAYATSGPMYLSDHENVGAETPKSTMTLGRSGGRLPYGVRMTAMGSSPNIASSGVASDTIAFGEHHLPPVSMASTVPHSLRQARDNTIMDLQTQLKEVLRENDLLRKDVEVKESKLSSSMNSIKTFWSPELKKERALRKDEASKITIWKEQYRVVQEENQHMQMTIQALQDELRIQRDLNQLFQQDSSSRTGEPCVAELTEENFQRLHAEHERQAKELFLLRKTLEEMELRIETQKQ.... Result: 1 (interaction). (8) The miRNA is hsa-miR-4650-5p with sequence UCAGGCCUCUUUCUACCUU. The protein sequence of the target gene is MGVKKKKEMQVAALTICHQDLETLKSFADVEGKNLASLLLHCVQLTDGVSQIHYIKQIVPLLEKADKNGMCDPTIQSCLDILAGIYLSLSLKNPLKKVLASSLNSLPDFFLPEAMHRFTSRLQEELNTTDLYSYRKVTDNISSCMENFNLGRASVNNLLKNVLHFLQKSLIEILEENRKCAGNHIIQTQLMNDLLVGIRVSMMLVQKVQDFQGNLWKTSDSPIWQNMCGLLSIFTKVLSDDDLLQTVQSTSGLAIILFIKTMFHPSEKIPHLISSVLLRSVDCTSVPEWFMSSCRSLCCG.... Result: 0 (no interaction). (9) The miRNA is mmu-miR-3572-3p with sequence UACACUUGUCCUUCUUUCCCCAG. The protein sequence of the target gene is MSNYSVSLVGPAPWGFRLQGGKDFNMPLTISSLKDGGKASQAHVRIGDVVLSIDGISAQGMTHLEAQNKIKACTGSLNMTLQRASAAAKSEPVSVQKGEPKEVVKPVPITSPAVSKVTSTTNMAYNKAPRPFGSVSSPKVTSIPSPSSAFTPAHAATSSHASPTPVAAATPLHLSASGLHVSANLSADQCSSPPNTGKPAVNVPRQPTVTSVCSESAQELAEGQRRGSQGDIKQQNGPPRKHIVERNTEFYHIPTHSDASKKRLIEDTEDWRPRTGTTQSRSFRILAQITGTEHLTESEN.... Result: 1 (interaction).